This data is from Forward reaction prediction with 1.9M reactions from USPTO patents (1976-2016). The task is: Predict the product of the given reaction. (1) Given the reactants [N+:1]([C:4]1[CH:9]=[CH:8][C:7]([O:10][C:11](=[O:20])[N:12]([CH3:19])[C:13]2[CH:18]=[CH:17][CH:16]=[CH:15][CH:14]=2)=[CH:6][CH:5]=1)([O-])=O.[H][H], predict the reaction product. The product is: [NH2:1][C:4]1[CH:5]=[CH:6][C:7]([O:10][C:11](=[O:20])[N:12]([CH3:19])[C:13]2[CH:18]=[CH:17][CH:16]=[CH:15][CH:14]=2)=[CH:8][CH:9]=1. (2) Given the reactants C(O)(=O)C#CC.[O:7]1[CH2:11][CH2:10][CH2:9][CH2:8]1.C(Cl)(=O)C(Cl)=O.Cl.[NH2:19][C:20]1[N:21]=[C:22]2[CH:27]=[CH:26][C:25]([O:28][C:29]3[CH:30]=[CH:31][C:32]([CH3:45])=[C:33]([NH:35][C:36]([C:38]4[N:42]([CH3:43])[N:41]=[C:40]([CH3:44])[CH:39]=4)=[O:37])[CH:34]=3)=[N:24][N:23]2[CH:46]=1, predict the reaction product. The product is: [C:11]([NH:19][C:20]1[N:21]=[C:22]2[CH:27]=[CH:26][C:25]([O:28][C:29]3[CH:30]=[CH:31][C:32]([CH3:45])=[C:33]([NH:35][C:36]([C:38]4[N:42]([CH3:43])[N:41]=[C:40]([CH3:44])[CH:39]=4)=[O:37])[CH:34]=3)=[N:24][N:23]2[CH:46]=1)(=[O:7])[C:10]#[C:9][CH3:8]. (3) The product is: [O:15]1[C@@H:2]2[C@H:13]1[CH2:14][C@H:5]([C:6]([O:7][CH2:8][CH3:9])=[O:10])[CH2:4][CH2:3]2. Given the reactants I[C@H:2]1[C@H:8]2[CH2:9][C@H:5]([C:6](=[O:10])[O:7]2)[CH2:4][CH2:3]1.[OH-].[Na+].[CH2:13]([OH:15])[CH3:14], predict the reaction product. (4) Given the reactants [F:1][C:2]([F:25])([F:24])[C:3]1[CH:4]=[C:5]([CH:21]=[CH:22][CH:23]=1)[O:6][C:7]1[CH:12]=[CH:11][C:10]([NH:13][NH:14][C:15]([O:17][CH:18]([CH3:20])[CH3:19])=[O:16])=[CH:9][CH:8]=1.Cl[O-].[Na+], predict the reaction product. The product is: [F:1][C:2]([F:24])([F:25])[C:3]1[CH:4]=[C:5]([CH:21]=[CH:22][CH:23]=1)[O:6][C:7]1[CH:12]=[CH:11][C:10]([N:13]=[N:14][C:15]([O:17][CH:18]([CH3:20])[CH3:19])=[O:16])=[CH:9][CH:8]=1. (5) Given the reactants [Cl:1][C:2]1[CH:18]=[CH:17][C:5]2[CH2:6][CH2:7][N:8]([C:11](=[O:16])[C:12]([F:15])([F:14])[F:13])[CH2:9][CH2:10][C:4]=2[C:3]=1OS(C(F)(F)F)(=O)=O.[CH3:27][C:28]1([CH3:43])[CH2:33][CH2:32][CH2:31][CH:30]([O:34][C:35]2[CH:42]=[CH:41][C:38]([CH2:39][NH2:40])=[CH:37][CH:36]=2)[CH2:29]1, predict the reaction product. The product is: [Cl:1][C:2]1[CH:18]=[CH:17][C:5]2[CH2:6][CH2:7][N:8]([C:11](=[O:16])[C:12]([F:15])([F:14])[F:13])[CH2:9][CH2:10][C:4]=2[C:3]=1[NH:40][CH2:39][C:38]1[CH:41]=[CH:42][C:35]([O:34][CH:30]2[CH2:31][CH2:32][CH2:33][C:28]([CH3:43])([CH3:27])[CH2:29]2)=[CH:36][CH:37]=1. (6) Given the reactants C[O:2][C:3]([C:5]1[C:6](Cl)=[N:7][C:8]2[C:13]([C:14]=1[C:15]1[CH:20]=[CH:19][CH:18]=[CH:17][CH:16]=1)=[CH:12][C:11]([Cl:21])=[C:10]([Cl:22])[CH:9]=2)=[O:4].[NH:24]1[CH2:29][CH2:28][CH2:27][CH2:26][CH2:25]1, predict the reaction product. The product is: [Cl:21][C:11]1[CH:12]=[C:13]2[C:8](=[CH:9][C:10]=1[Cl:22])[N:7]=[C:6]([N:24]1[CH2:29][CH2:28][CH2:27][CH2:26][CH2:25]1)[C:5]([C:3]([OH:2])=[O:4])=[C:14]2[C:15]1[CH:20]=[CH:19][CH:18]=[CH:17][CH:16]=1.